From a dataset of Forward reaction prediction with 1.9M reactions from USPTO patents (1976-2016). Predict the product of the given reaction. Given the reactants Cl.[CH3:2][CH2:3][O:4][C:5]([CH3:7])=[O:6], predict the reaction product. The product is: [CH3:2][CH2:3][O:4][CH2:5][CH3:7].[C:5]([O-:6])(=[O:4])[CH3:7].